From a dataset of Reaction yield outcomes from USPTO patents with 853,638 reactions. Predict the reaction yield, written as a fraction of the theoretical maximum amount of product (1.0 means a 100% yield; for example, 0.34 means a 34% yield). (1) The reactants are [CH3:1][O:2][C:3]1[CH:8]=[CH:7][C:6]([C:9]2[C:13]3[CH:14]=[C:15]([C:18]4[O:22][C:21]([SH:23])=[N:20][N:19]=4)[CH:16]=[CH:17][C:12]=3[O:11][CH:10]=2)=[CH:5][CH:4]=1.[Cl:24][C:25]1[CH:26]=[C:27]([CH:30]=[CH:31][CH:32]=1)[CH2:28]Cl. No catalyst specified. The product is [Cl:24][C:25]1[CH:26]=[C:27]([CH:30]=[CH:31][CH:32]=1)[CH2:28][S:23][C:21]1[O:22][C:18]([C:15]2[CH:16]=[CH:17][C:12]3[O:11][CH:10]=[C:9]([C:6]4[CH:5]=[CH:4][C:3]([O:2][CH3:1])=[CH:8][CH:7]=4)[C:13]=3[CH:14]=2)=[N:19][N:20]=1. The yield is 0.880. (2) The reactants are [CH:1]1([C@H:7]([NH:12][C:13]([C:15]2[CH:19]=[C:18]([C:20]3[CH:25]=[CH:24][C:23]([O:26][C:27]([F:30])([F:29])[F:28])=[CH:22][CH:21]=3)[S:17][C:16]=2[NH:31][C:32]([NH:34][C:35]2[C:40]([CH3:41])=[CH:39][C:38]([CH3:42])=[CH:37][C:36]=2[CH3:43])=[O:33])=[O:14])[C:8]([O:10]C)=[O:9])[CH2:6][CH2:5][CH2:4][CH2:3][CH2:2]1.[OH-].[Li+]. The catalyst is C1COCC1. The product is [CH:1]1([C@H:7]([NH:12][C:13]([C:15]2[CH:19]=[C:18]([C:20]3[CH:21]=[CH:22][C:23]([O:26][C:27]([F:29])([F:30])[F:28])=[CH:24][CH:25]=3)[S:17][C:16]=2[NH:31][C:32]([NH:34][C:35]2[C:36]([CH3:43])=[CH:37][C:38]([CH3:42])=[CH:39][C:40]=2[CH3:41])=[O:33])=[O:14])[C:8]([OH:10])=[O:9])[CH2:6][CH2:5][CH2:4][CH2:3][CH2:2]1. The yield is 0.870. (3) The reactants are Cl[CH:2](Cl)[C:3]1[N:4]=[C:5]2[CH:10]=[CH:9][CH:8]=[C:7]([F:11])[N:6]2[CH:12]=1.C([O-])(=[O:16])C.[Na+]. The catalyst is C(O)C.O. The product is [F:11][C:7]1[N:6]2[CH:12]=[C:3]([CH:2]=[O:16])[N:4]=[C:5]2[CH:10]=[CH:9][CH:8]=1. The yield is 0.520. (4) The catalyst is C1COCC1. The product is [CH2:1]([N:8]1[CH2:12][CH:11]([C:13]2[CH:18]=[CH:17][C:16]([Cl:19])=[C:15]([Cl:20])[CH:14]=2)[CH:10]([N:21]([CH3:22])[CH2:24][C:25]2[CH:30]=[CH:29][C:28]([C:31]([F:34])([F:33])[F:32])=[CH:27][CH:26]=2)[CH2:9]1)[C:2]1[CH:3]=[CH:4][CH:5]=[CH:6][CH:7]=1. The reactants are [CH2:1]([N:8]1[CH2:12][CH:11]([C:13]2[CH:18]=[CH:17][C:16]([Cl:19])=[C:15]([Cl:20])[CH:14]=2)[CH:10]([NH:21][CH3:22])[CH2:9]1)[C:2]1[CH:7]=[CH:6][CH:5]=[CH:4][CH:3]=1.Br[CH2:24][C:25]1[CH:30]=[CH:29][C:28]([C:31]([F:34])([F:33])[F:32])=[CH:27][CH:26]=1.CCN(CC)CC. The yield is 0.290. (5) The reactants are [OH:1][CH2:2][C:3]1[N:8]=[C:7]([NH:9][C:10](=[O:16])[O:11][C:12]([CH3:15])([CH3:14])[CH3:13])[CH:6]=[CH:5][CH:4]=1.C(N(C(C)C)CC)(C)C.[CH3:26][S:27](Cl)(=[O:29])=[O:28]. The catalyst is C(#N)C. The product is [CH3:26][S:27]([O:1][CH2:2][C:3]1[CH:4]=[CH:5][CH:6]=[C:7]([NH:9][C:10]([O:11][C:12]([CH3:13])([CH3:15])[CH3:14])=[O:16])[N:8]=1)(=[O:29])=[O:28]. The yield is 1.00. (6) The reactants are [CH:1]([NH2:4])([CH3:3])[CH3:2].[CH2:5]1[CH2:11][S:8](=[O:10])(=[O:9])[O:7][CH2:6]1.CCCCCC. The catalyst is ClCCl.CCOCC. The product is [CH:1]([NH:4][CH2:6][CH2:5][CH2:11][S:8]([OH:10])(=[O:9])=[O:7])([CH3:3])[CH3:2]. The yield is 0.656. (7) The reactants are [CH3:1][CH:2]([N:19]1[CH:23]=[C:22]([C:24]2[C:25]3[CH:32]=[CH:31][NH:30][C:26]=3[N:27]=[CH:28][N:29]=2)[CH:21]=[N:20]1)[CH2:3][N:4]1[CH2:9][CH2:8][N:7]([S:10]([C:13]2[CH:17]=[CH:16][N:15]([CH3:18])[N:14]=2)(=[O:12])=[O:11])[CH2:6][CH2:5]1.[P:33](=[O:37])([OH:36])([OH:35])[OH:34]. The catalyst is C(O)(C)C. The product is [P:33](=[O:34])([OH:37])([OH:36])[OH:35].[CH3:1][CH:2]([N:19]1[CH:23]=[C:22]([C:24]2[C:25]3[CH:32]=[CH:31][NH:30][C:26]=3[N:27]=[CH:28][N:29]=2)[CH:21]=[N:20]1)[CH2:3][N:4]1[CH2:5][CH2:6][N:7]([S:10]([C:13]2[CH:17]=[CH:16][N:15]([CH3:18])[N:14]=2)(=[O:12])=[O:11])[CH2:8][CH2:9]1. The yield is 0.748.